From a dataset of Forward reaction prediction with 1.9M reactions from USPTO patents (1976-2016). Predict the product of the given reaction. (1) Given the reactants [CH:1]([N:4]1[CH2:9][CH2:8][N:7]([C:10]([C:12]2[CH:13]=[C:14]3[C:18](=[CH:19][CH:20]=2)[NH:17][C:16]([C:21](O)=[O:22])=[CH:15]3)=[O:11])[CH2:6][CH2:5]1)([CH3:3])[CH3:2].Cl.F[B-](F)(F)F.N1(OC(N(C)C)=[N+](C)C)C2C=CC=CC=2N=N1.[CH:47]([CH:50]1[CH2:54][CH2:53][CH2:52][NH:51]1)([CH3:49])[CH3:48].C(N(CC)C(C)C)(C)C, predict the reaction product. The product is: [CH:1]([N:4]1[CH2:5][CH2:6][N:7]([C:10]([C:12]2[CH:13]=[C:14]3[C:18](=[CH:19][CH:20]=2)[NH:17][C:16]([C:21]([N:51]2[CH2:52][CH2:53][CH2:54][CH:50]2[CH:47]([CH3:49])[CH3:48])=[O:22])=[CH:15]3)=[O:11])[CH2:8][CH2:9]1)([CH3:3])[CH3:2]. (2) Given the reactants [CH:1]1[C:6]([CH2:7][N:8]2[CH:12]=[N:11][CH:10]=[CH:9]2)=[CH:5][CH:4]=[C:3](/[CH:13]=[CH:14]/[C:15]([O-:17])=[O:16])[CH:2]=1.[Na+:18].[CH3:19][C:20]1[CH2:25][C:23](=[O:24])[N:22]([C:26]2[CH:27]=[CH:28][CH:29]=[CH:30][CH:31]=2)[N:21]=1, predict the reaction product. The product is: [CH:5]1[C:6]([CH2:7][N:8]2[CH:12]=[N:11][CH:10]=[CH:9]2)=[CH:1][CH:2]=[C:3](/[CH:13]=[CH:14]/[C:15]([O-:17])=[O:16])[CH:4]=1.[Na+:18].[CH3:19][C:20]1[CH2:25][C:23](=[O:24])[N:22]([C:26]2[CH:31]=[CH:30][CH:29]=[CH:28][CH:27]=2)[N:21]=1. (3) Given the reactants [CH3:1][O:2][C:3]1[CH:4]=[C:5]([CH:9]=[CH:10][C:11]=1[NH:12][C:13]1[N:14]=[CH:15][C:16]2[N:25]([CH3:26])[C:24](=[O:27])[CH2:23][C@@H:22]3[N:18]([CH2:19][CH2:20][CH2:21]3)[C:17]=2[N:28]=1)[C:6]([OH:8])=O.C(N(C(C)C)C(C)C)C.[NH2:38][CH:39]1[CH2:44][CH2:43][N:42]([CH3:45])[CH2:41][CH2:40]1, predict the reaction product. The product is: [CH3:1][O:2][C:3]1[CH:4]=[C:5]([CH:9]=[CH:10][C:11]=1[NH:12][C:13]1[N:14]=[CH:15][C:16]2[N:25]([CH3:26])[C:24](=[O:27])[CH2:23][C@@H:22]3[N:18]([CH2:19][CH2:20][CH2:21]3)[C:17]=2[N:28]=1)[C:6]([NH:38][CH:39]1[CH2:44][CH2:43][N:42]([CH3:45])[CH2:41][CH2:40]1)=[O:8]. (4) Given the reactants [CH3:1][O:2][CH:3]1[O:9][C@H:8]([CH2:10]O)[C@@H:6]([OH:7])[C@H:4]1[OH:5].C(#N)C.C(N(CC)CC)C.S(Cl)([Cl:24])=O, predict the reaction product. The product is: [CH3:1][O:2][C@@H:3]1[O:9][C@H:8]([CH2:10][Cl:24])[C@@H:6]([OH:7])[C@H:4]1[OH:5]. (5) Given the reactants [F:1][C:2]1[CH:7]=[CH:6][C:5]([C:8](=O)[CH:9]([C:16]2[CH:21]=[CH:20][CH:19]=[CH:18][CH:17]=2)[CH2:10][C:11](=O)[CH:12]([CH3:14])[CH3:13])=[CH:4][CH:3]=1.[NH2:23][CH2:24][CH2:25][C@H:26]1[O:31][C:30]([CH3:33])([CH3:32])[O:29][C@@H:28]([CH2:34][C:35]([O:37][C:38]([C:41]2[CH:46]=[CH:45][CH:44]=[CH:43][CH:42]=2)([CH3:40])[CH3:39])=[O:36])[CH2:27]1, predict the reaction product. The product is: [F:1][C:2]1[CH:7]=[CH:6][C:5]([C:8]2[N:23]([CH2:24][CH2:25][C@H:26]3[O:31][C:30]([CH3:32])([CH3:33])[O:29][C@@H:28]([CH2:34][C:35]([O:37][C:38]([C:41]4[CH:42]=[CH:43][CH:44]=[CH:45][CH:46]=4)([CH3:40])[CH3:39])=[O:36])[CH2:27]3)[C:11]([CH:12]([CH3:14])[CH3:13])=[CH:10][C:9]=2[C:16]2[CH:21]=[CH:20][CH:19]=[CH:18][CH:17]=2)=[CH:4][CH:3]=1. (6) Given the reactants [NH2:1][C:2]1[CH:7]=[CH:6][CH:5]=[CH:4][N:3]=1.Cl[C:9]1[CH:18]=[CH:17][C:16]2[C:11](=[CH:12][CH:13]=[CH:14][CH:15]=2)[N:10]=1.CC(C)([O-])C.[Na+].C1(P(C2C=CC=CC=2)C2C=CC=CC=2OC2C=CC=CC=2P(C2C=CC=CC=2)C2C=CC=CC=2)C=CC=CC=1.N#N, predict the reaction product. The product is: [N:3]1[CH:4]=[CH:5][CH:6]=[CH:7][C:2]=1[NH:1][C:9]1[CH:18]=[CH:17][C:16]2[C:11](=[CH:12][CH:13]=[CH:14][CH:15]=2)[N:10]=1. (7) Given the reactants I[C:2]1[CH:11]=[N:10][C:5]2[NH:6][CH2:7][CH2:8][NH:9][C:4]=2[CH:3]=1.[CH3:12][N:13]1[CH2:18][CH2:17][N:16]([C:19]2[CH:24]=[CH:23][C:22](B3OC(C)(C)C(C)(C)O3)=[CH:21][N:20]=2)[CH2:15][CH2:14]1, predict the reaction product. The product is: [CH3:12][N:13]1[CH2:14][CH2:15][N:16]([C:19]2[N:20]=[CH:21][C:22]([C:2]3[CH:11]=[N:10][C:5]4[NH:6][CH2:7][CH2:8][NH:9][C:4]=4[CH:3]=3)=[CH:23][CH:24]=2)[CH2:17][CH2:18]1. (8) The product is: [CH3:9][C:8]([CH3:11])([CH3:10])[C:7]([O:13][CH2:14][N:15]1[C:24](=[O:25])[C:23]2[C:18](=[CH:19][C:20]([CH3:28])=[C:21]([CH2:26][N:44]([CH2:45][C:46]#[CH:47])[C:42]3[CH:41]=[CH:40][C:32]([C:33]([O:35][C:36]([CH3:38])([CH3:39])[CH3:37])=[O:34])=[C:31]([F:30])[CH:43]=3)[CH:22]=2)[N:17]=[C:16]1[CH3:29])=[O:12]. Given the reactants C(=O)([O-])O.[Na+].Br.[C:7]([O:13][CH2:14][N:15]1[C:24](=[O:25])[C:23]2[C:18](=[CH:19][C:20]([CH3:28])=[C:21]([CH2:26]Br)[CH:22]=2)[N:17]=[C:16]1[CH3:29])(=[O:12])[C:8]([CH3:11])([CH3:10])[CH3:9].[F:30][C:31]1[CH:43]=[C:42]([NH:44][CH2:45][C:46]#[CH:47])[CH:41]=[CH:40][C:32]=1[C:33]([O:35][C:36]([CH3:39])([CH3:38])[CH3:37])=[O:34].N1C(C)=CC=CC=1C.Cl, predict the reaction product.